Dataset: Forward reaction prediction with 1.9M reactions from USPTO patents (1976-2016). Task: Predict the product of the given reaction. (1) Given the reactants [CH:1]([NH:4][CH2:5][C@H:6]1[CH2:10][CH2:9][CH2:8][NH:7]1)([CH3:3])[CH3:2].C(N(C(C)C)CC)(C)C.Cl[C:21]1[N:26]([CH3:27])[C:25](=[O:28])[C:24]([C:29]2[CH:30]=[C:31]([CH3:35])[CH:32]=[CH:33][CH:34]=2)=[C:23]([C:36]2[CH:41]=[CH:40][N:39]=[CH:38][CH:37]=2)[N:22]=1.BrC1C=C(C2C(=O)N(C)C(Cl)=NC=2C2C=CN=CC=2)C=CC=1, predict the reaction product. The product is: [CH:1]([NH:4][CH2:5][CH:6]1[CH2:10][CH2:9][CH2:8][N:7]1[C:21]1[N:26]([CH3:27])[C:25](=[O:28])[C:24]([C:29]2[CH:30]=[C:31]([CH3:35])[CH:32]=[CH:33][CH:34]=2)=[C:23]([C:36]2[CH:37]=[CH:38][N:39]=[CH:40][CH:41]=2)[N:22]=1)([CH3:3])[CH3:2]. (2) The product is: [Cl:1][C:2]1[C:10]2[N:9]=[C:8]3[N:11]([C:15]4[CH:20]=[CH:19][C:18]([Cl:21])=[CH:17][C:16]=4[Cl:22])[CH2:12][CH2:13][CH2:14][N:7]3[C:6]=2[C:5]([CH:23]([O:28][CH:49]2[CH2:50][CH2:51]2)[C:24]([F:25])([F:26])[F:27])=[CH:4][CH:3]=1. Given the reactants [Cl:1][C:2]1[C:10]2[N:9]=[C:8]3[N:11]([C:15]4[CH:20]=[CH:19][C:18]([Cl:21])=[CH:17][C:16]=4[Cl:22])[CH2:12][CH2:13][CH2:14][N:7]3[C:6]=2[C:5]([CH:23]([OH:28])[C:24]([F:27])([F:26])[F:25])=[CH:4][CH:3]=1.C(OC=C)(=O)C.C(=O)([O-])[O-].[Na+].[Na+].C([Zn]CC)C.CCC[CH2:49][CH2:50][CH3:51].ICI, predict the reaction product.